The task is: Predict the product of the given reaction.. This data is from Forward reaction prediction with 1.9M reactions from USPTO patents (1976-2016). (1) Given the reactants Br[CH:2]1[C:10]2[C:5](=[CH:6][CH:7]=[CH:8][CH:9]=2)[C:4](=[O:11])[CH2:3]1.[C:12]([SH:16])([CH3:15])([CH3:14])[CH3:13].CCN(C(C)C)C(C)C, predict the reaction product. The product is: [C:12]([S:16][CH:2]1[C:10]2[C:5](=[CH:6][CH:7]=[CH:8][CH:9]=2)[C:4](=[O:11])[CH2:3]1)([CH3:15])([CH3:14])[CH3:13]. (2) Given the reactants [NH2:1][C@H:2]([C:25]1[CH:30]=[CH:29][CH:28]=[CH:27][CH:26]=1)[CH2:3][CH2:4][N:5]1[CH2:24][CH2:23][C:8]2([NH:12][C:11](=[O:13])[N:10]([CH2:14][C:15]3[CH:20]=[CH:19][C:18]([Br:21])=[CH:17][CH:16]=3)[C:9]2=[O:22])[CH2:7][CH2:6]1.C(N(CC)CC)C.[CH2:38]([S:40]([Cl:43])(=[O:42])=[O:41])[CH3:39], predict the reaction product. The product is: [ClH:43].[Br:21][C:18]1[CH:19]=[CH:20][C:15]([CH2:14][N:10]2[C:9](=[O:22])[C:8]3([CH2:7][CH2:6][N:5]([CH2:4][CH2:3][C@H:2]([NH:1][S:40]([CH2:38][CH3:39])(=[O:42])=[O:41])[C:25]4[CH:26]=[CH:27][CH:28]=[CH:29][CH:30]=4)[CH2:24][CH2:23]3)[NH:12][C:11]2=[O:13])=[CH:16][CH:17]=1. (3) The product is: [NH2:23][C:20]1[N:21]=[CH:22][C:17]([N:12]2[CH:13]=[CH:14][C:9]([O:8][CH2:1][C:2]3[CH:3]=[CH:4][CH:5]=[CH:6][CH:7]=3)=[CH:10][C:11]2=[O:15])=[CH:18][CH:19]=1. Given the reactants [CH2:1]([O:8][C:9]1[CH:14]=[CH:13][NH:12][C:11](=[O:15])[CH:10]=1)[C:2]1[CH:7]=[CH:6][CH:5]=[CH:4][CH:3]=1.I[C:17]1[CH:18]=[CH:19][C:20]([NH2:23])=[N:21][CH:22]=1.CN[C@@H]1CCCC[C@H]1NC.C(=O)([O-])[O-].[K+].[K+], predict the reaction product. (4) Given the reactants [C:1]([O:5][C:6]([N:8]1[CH2:13][CH2:12][CH:11]([N:14]2[C:22]3[C:17](=[CH:18][CH:19]=[C:20]([F:23])[CH:21]=3)[C:16]([C:24]3[N:25]=[C:26]4[C:32]([CH:33]=[O:34])=[CH:31][N:30]([CH2:35][O:36][CH2:37][CH2:38][Si:39]([CH3:42])([CH3:41])[CH3:40])[C:27]4=[N:28][CH:29]=3)=[N:15]2)[CH2:10][CH2:9]1)=[O:7])([CH3:4])([CH3:3])[CH3:2].S(=O)(=O)([OH:45])N.Cl([O-])=O.[Na+].P([O-])(O)(O)=O.[K+], predict the reaction product. The product is: [C:1]([O:5][C:6]([N:8]1[CH2:13][CH2:12][CH:11]([N:14]2[C:22]3[C:17](=[CH:18][CH:19]=[C:20]([F:23])[CH:21]=3)[C:16]([C:24]3[N:25]=[C:26]4[C:32]([C:33]([OH:45])=[O:34])=[CH:31][N:30]([CH2:35][O:36][CH2:37][CH2:38][Si:39]([CH3:42])([CH3:41])[CH3:40])[C:27]4=[N:28][CH:29]=3)=[N:15]2)[CH2:10][CH2:9]1)=[O:7])([CH3:4])([CH3:3])[CH3:2]. (5) Given the reactants C(C1N(C2C=CC=CC=2)N=C(C(OCC)=O)C=1C1C=CC(C(O)=O)=CC=1C(N1CCC2C(=CC=CC=2)C1)=O)CCC.C([O:46][C:47]([C:49]1[CH:54]=[CH:53][C:52]([C:55]2[C:56]([C:74]([O:76][CH2:77][CH3:78])=[O:75])=[N:57][N:58]([C:64]3[CH:69]=[CH:68][CH:67]=[C:66]([C:70]([O:72][CH3:73])=[O:71])[CH:65]=3)[C:59]=2[CH2:60][CH2:61][CH2:62][CH3:63])=[C:51]([C:79]([N:81]2[CH2:90][CH2:89][C:88]3[C:83](=[CH:84][CH:85]=[CH:86][CH:87]=3)[CH2:82]2)=[O:80])[CH:50]=1)=[O:48])(C)(C)C, predict the reaction product. The product is: [CH2:60]([C:59]1[N:58]([C:64]2[CH:69]=[CH:68][CH:67]=[C:66]([C:70]([O:72][CH3:73])=[O:71])[CH:65]=2)[N:57]=[C:56]([C:74]([O:76][CH2:77][CH3:78])=[O:75])[C:55]=1[C:52]1[CH:53]=[CH:54][C:49]([C:47]([OH:48])=[O:46])=[CH:50][C:51]=1[C:79]([N:81]1[CH2:90][CH2:89][C:88]2[C:83](=[CH:84][CH:85]=[CH:86][CH:87]=2)[CH2:82]1)=[O:80])[CH2:61][CH2:62][CH3:63]. (6) Given the reactants [CH3:1][N:2]([CH3:11])[C:3]1[CH:4]=[C:5]([CH:7]=[CH:8][C:9]=1[CH3:10])[NH2:6].C(N(CC)CC)C.Br[CH2:20][CH2:21][CH2:22][CH2:23][C:24]#[N:25], predict the reaction product. The product is: [CH3:1][N:2]([CH3:11])[C:3]1[CH:4]=[C:5]([NH:6][CH2:20][CH2:21][CH2:22][CH2:23][C:24]#[N:25])[CH:7]=[CH:8][C:9]=1[CH3:10]. (7) The product is: [Cl:22][C:16]1[CH:17]=[C:18]([Cl:21])[CH:19]=[CH:20][C:15]=1[C:13]1[N:14]=[C:10](/[CH:9]=[CH:8]/[C:5]2[CH:6]=[CH:7][C:2]([C:26]3[CH:27]=[CH:28][CH:29]=[CH:30][C:25]=3[O:24][CH3:23])=[CH:3][CH:4]=2)[NH:11][CH:12]=1. Given the reactants Br[C:2]1[CH:7]=[CH:6][C:5](/[CH:8]=[CH:9]/[C:10]2[NH:11][CH:12]=[C:13]([C:15]3[CH:20]=[CH:19][C:18]([Cl:21])=[CH:17][C:16]=3[Cl:22])[N:14]=2)=[CH:4][CH:3]=1.[CH3:23][O:24][C:25]1[CH:30]=[CH:29][CH:28]=[CH:27][C:26]=1B(O)O, predict the reaction product.